This data is from Full USPTO retrosynthesis dataset with 1.9M reactions from patents (1976-2016). The task is: Predict the reactants needed to synthesize the given product. (1) Given the product [N:1]1[C:10]2[C:5](=[CH:6][CH:7]=[CH:8][CH:9]=2)[C:4]([C:11](=[O:13])[CH3:12])=[CH:3][CH:2]=1, predict the reactants needed to synthesize it. The reactants are: [N:1]1[C:10]2[C:5](=[CH:6][CH:7]=[CH:8][CH:9]=2)[C:4]([CH:11]([OH:13])[CH3:12])=[CH:3][CH:2]=1. (2) The reactants are: [Cl:1][C:2]1[CH:7]=[CH:6][C:5]([CH:8]([C:20]2[CH:25]=[CH:24][C:23]([CH2:26][OH:27])=[CH:22][CH:21]=2)[CH2:9][C:10]([C:12]2[CH:13]=[CH:14][C:15](=[O:19])[N:16]([CH3:18])[CH:17]=2)=O)=[C:4]([CH3:28])[CH:3]=1.Cl.[NH2:30][OH:31].C(=O)([O-])O.[Na+]. Given the product [Cl:1][C:2]1[CH:7]=[CH:6][C:5]([CH:8]([C:20]2[CH:25]=[CH:24][C:23]([CH2:26][OH:27])=[CH:22][CH:21]=2)[CH2:9]/[C:10](/[C:12]2[CH:13]=[CH:14][C:15](=[O:19])[N:16]([CH3:18])[CH:17]=2)=[N:30]\[OH:31])=[C:4]([CH3:28])[CH:3]=1, predict the reactants needed to synthesize it. (3) Given the product [Cl:39][C:23]1[S:22][C:21]([C:18]2[CH:19]=[CH:20][C:15]([C:12]3[CH:13]=[CH:14][C:9]([C:6]4([C:4]([OH:5])=[O:3])[CH2:7][CH2:8]4)=[CH:10][CH:11]=3)=[C:16]([N+:40]([O-:42])=[O:41])[CH:17]=2)=[C:25]([NH:26][C:27]([O:29][C@@H:30]([C:32]2[CH:37]=[CH:36][CH:35]=[CH:34][C:33]=2[Cl:38])[CH3:31])=[O:28])[CH:24]=1, predict the reactants needed to synthesize it. The reactants are: C([O:3][C:4]([C:6]1([C:9]2[CH:14]=[CH:13][C:12]([C:15]3[CH:20]=[CH:19][C:18]([C:21]4[S:22][C:23]([Cl:39])=[CH:24][C:25]=4[NH:26][C:27]([O:29][C@@H:30]([C:32]4[CH:37]=[CH:36][CH:35]=[CH:34][C:33]=4[Cl:38])[CH3:31])=[O:28])=[CH:17][C:16]=3[N+:40]([O-:42])=[O:41])=[CH:11][CH:10]=2)[CH2:8][CH2:7]1)=[O:5])C.[OH-].[Na+].Cl. (4) Given the product [NH2:1][C:2]1[N:7]=[C:6]([C:8]2[O:9][CH:10]=[CH:11][CH:12]=2)[C:5]([C:13]#[N:14])=[C:4]([O:29][CH2:28][CH2:27][CH2:26][CH2:25][C:19]2[CH:24]=[CH:23][CH:22]=[CH:21][CH:20]=2)[N:3]=1, predict the reactants needed to synthesize it. The reactants are: [NH2:1][C:2]1[N:7]=[C:6]([C:8]2[O:9][CH:10]=[CH:11][CH:12]=2)[C:5]([C:13]#[N:14])=[C:4](S(C)(=O)=O)[N:3]=1.[C:19]1([CH2:25][CH2:26][CH2:27][CH2:28][OH:29])[CH:24]=[CH:23][CH:22]=[CH:21][CH:20]=1.C1CCN2C(=NCCC2)CC1.